Task: Predict the reactants needed to synthesize the given product.. Dataset: Full USPTO retrosynthesis dataset with 1.9M reactions from patents (1976-2016) (1) Given the product [CH:1]([C:4]1[CH:5]=[C:6]([CH:31]=[CH:32][CH:33]=1)[CH2:7][N:8]1[C@@H:16]2[C@H:11]([C@H:12]([CH2:19][C:20]3[CH:25]=[CH:24][C:23]([O:26][CH3:27])=[C:22]([CH:21]=3)[CH:28]=[O:41])[CH2:13][S:14](=[O:18])(=[O:17])[CH2:15]2)[O:10][C:9]1=[O:30])([CH3:2])[CH3:3], predict the reactants needed to synthesize it. The reactants are: [CH:1]([C:4]1[CH:5]=[C:6]([CH:31]=[CH:32][CH:33]=1)[CH2:7][N:8]1[C@@H:16]2[C@H:11]([C@H:12]([CH2:19][C:20]3[CH:25]=[CH:24][C:23]([O:26][CH3:27])=[C:22]([CH:28]=C)[CH:21]=3)[CH2:13][S:14](=[O:18])(=[O:17])[CH2:15]2)[O:10][C:9]1=[O:30])([CH3:3])[CH3:2].CSC.C(Cl)Cl.C[OH:41]. (2) Given the product [CH2:24]([NH:31][C:11](=[O:12])[CH2:10][CH2:9][C:7]1[C:6]([C:14]2[CH:15]=[CH:16][C:17]([N+:20]([O-:22])=[O:21])=[CH:18][CH:19]=2)=[C:5]([NH2:23])[N:4]=[C:3]([NH2:2])[N:8]=1)[C:25]1[CH:30]=[CH:29][CH:28]=[CH:27][CH:26]=1, predict the reactants needed to synthesize it. The reactants are: Cl.[NH2:2][C:3]1[N:8]=[C:7]([CH2:9][CH2:10][C:11](O)=[O:12])[C:6]([C:14]2[CH:19]=[CH:18][C:17]([N+:20]([O-:22])=[O:21])=[CH:16][CH:15]=2)=[C:5]([NH2:23])[N:4]=1.[CH2:24]([NH2:31])[C:25]1[CH:30]=[CH:29][CH:28]=[CH:27][CH:26]=1.CN(C(ON1N=NC2C=CC=CC1=2)=[N+](C)C)C.[B-](F)(F)(F)F. (3) The reactants are: C(O[C:5](=[O:7])C)(=O)C.C(O)=O.[F:11][C:12]1[CH:13]=[C:14]([N+:19]([O-:21])=[O:20])[C:15]([NH2:18])=[N:16][CH:17]=1. Given the product [F:11][C:12]1[CH:13]=[C:14]([N+:19]([O-:21])=[O:20])[C:15]([NH:18][CH:5]=[O:7])=[N:16][CH:17]=1, predict the reactants needed to synthesize it. (4) Given the product [NH:29]1[C:28]2[CH:51]=[C:24]([C:17]3[C:18]4[C:23](=[CH:22][CH:21]=[CH:20][CH:19]=4)[C:14]([NH:13][C:5]4[CH:4]=[C:3]([C:2]([F:1])([F:52])[F:53])[CH:8]=[C:7]([C:9]([F:11])([F:12])[F:10])[CH:6]=4)=[N:15][N:16]=3)[CH:25]=[CH:26][C:27]=2[N:31]=[N:30]1, predict the reactants needed to synthesize it. The reactants are: [F:1][C:2]([F:53])([F:52])[C:3]1[CH:4]=[C:5]([NH:13][C:14]2[C:23]3[C:18](=[CH:19][CH:20]=[CH:21][CH:22]=3)[C:17]([C:24]3[CH:25]=[CH:26][C:27]4[N:31]=[N:30][N:29](C(C5C=CC=CC=5)(C5C=CC=CC=5)C5C=CC=CC=5)[C:28]=4[CH:51]=3)=[N:16][N:15]=2)[CH:6]=[C:7]([C:9]([F:12])([F:11])[F:10])[CH:8]=1.Cl. (5) Given the product [F:24][C:25]([F:41])([F:42])[C:26]1[CH:27]=[CH:28][C:29]([C:32]2[CH2:37][CH2:36][CH2:35][CH2:34][C:33]=2[C:38]([NH:1][C:2]2[CH:23]=[CH:22][C:5]([O:6][CH2:7][CH2:8][C:9]3[N:10]=[C:11]([NH:14][C:15](=[O:21])[O:16][C:17]([CH3:20])([CH3:18])[CH3:19])[S:12][CH:13]=3)=[CH:4][CH:3]=2)=[O:39])=[CH:30][CH:31]=1, predict the reactants needed to synthesize it. The reactants are: [NH2:1][C:2]1[CH:23]=[CH:22][C:5]([O:6][CH2:7][CH2:8][C:9]2[N:10]=[C:11]([NH:14][C:15](=[O:21])[O:16][C:17]([CH3:20])([CH3:19])[CH3:18])[S:12][CH:13]=2)=[CH:4][CH:3]=1.[F:24][C:25]([F:42])([F:41])[C:26]1[CH:31]=[CH:30][C:29]([C:32]2[CH2:37][CH2:36][CH2:35][CH2:34][C:33]=2[C:38](O)=[O:39])=[CH:28][CH:27]=1.O.ON1C2C=CC=CC=2N=N1.Cl.CN(C)CCCN=C=NCC. (6) Given the product [C:1]([C:4]1[C:29](=[O:30])[C@@:8]2([CH3:31])[C:9]3[C:15]([O:16][CH2:35][CH3:36])=[CH:14][C:13]([O:17][CH3:18])=[C:12]([C:19]([O:21][CH2:22][C:23]4[CH:24]=[CH:25][CH:26]=[CH:27][CH:28]=4)=[O:20])[C:10]=3[O:11][C:7]2=[CH:6][C:5]=1[OH:32])(=[O:3])[CH3:2], predict the reactants needed to synthesize it. The reactants are: [C:1]([C:4]1[C:29](=[O:30])[C@@:8]2([CH3:31])[C:9]3[C:15]([OH:16])=[CH:14][C:13]([O:17][CH3:18])=[C:12]([C:19]([O:21][CH2:22][C:23]4[CH:28]=[CH:27][CH:26]=[CH:25][CH:24]=4)=[O:20])[C:10]=3[O:11][C:7]2=[CH:6][C:5]=1[OH:32])(=[O:3])[CH3:2].[H-].[Na+].[CH2:35](I)[CH3:36].Cl.